This data is from Catalyst prediction with 721,799 reactions and 888 catalyst types from USPTO. The task is: Predict which catalyst facilitates the given reaction. (1) Reactant: [C:1]([O:5][C:6]([N:8]1[CH2:12][C@H:11]([OH:13])[CH2:10][C@H:9]1[CH2:14][C:15]#[CH:16])=[O:7])([CH3:4])([CH3:3])[CH3:2].[F-].C([N+](CCCC)(CCCC)CCCC)CCC. Product: [C:1]([O:5][C:6]([N:8]1[CH2:12][C@@H:11]([OH:13])[CH2:10][C@H:9]1[CH2:14][C:15]#[CH:16])=[O:7])([CH3:4])([CH3:3])[CH3:2]. The catalyst class is: 7. (2) Reactant: C([O:4][C@H:5]([C:53]1[CH:58]=[CH:57][C:56]([F:59])=[CH:55][CH:54]=1)[CH2:6][CH2:7][C@H:8]1[C:11](=[O:12])[N:10]([C:13]2[CH:18]=[CH:17][C:16]([CH2:19][CH2:20][CH2:21][NH:22][S:23]([CH3:26])(=[O:25])=[O:24])=[CH:15][CH:14]=2)[C@@H:9]1[C:27]1[CH:32]=[CH:31][C:30]([C:33]2[CH:38]=[CH:37][C:36]([C:39]([OH:44])([CH2:42][OH:43])[CH2:40][OH:41])=[CH:35][CH:34]=2)=[CH:29][C:28]=1[O:45][CH2:46][C:47]1[CH:52]=[CH:51][CH:50]=[CH:49][CH:48]=1)(=O)C.CCO.[C-]#N.[K+].Cl. Product: [CH2:46]([O:45][C:28]1[CH:29]=[C:30]([C:33]2[CH:38]=[CH:37][C:36]([C:39]([OH:44])([CH2:40][OH:41])[CH2:42][OH:43])=[CH:35][CH:34]=2)[CH:31]=[CH:32][C:27]=1[C@@H:9]1[C@@H:8]([CH2:7][CH2:6][C@@H:5]([C:53]2[CH:54]=[CH:55][C:56]([F:59])=[CH:57][CH:58]=2)[OH:4])[C:11](=[O:12])[N:10]1[C:13]1[CH:18]=[CH:17][C:16]([CH2:19][CH2:20][CH2:21][NH:22][S:23]([CH3:26])(=[O:24])=[O:25])=[CH:15][CH:14]=1)[C:47]1[CH:48]=[CH:49][CH:50]=[CH:51][CH:52]=1. The catalyst class is: 28. (3) Reactant: [CH:1]1([CH2:7][NH:8][C:9]([C:11]2[C:12]3[CH:13]=[CH:14][CH:15]=[N:16][C:17]=3[CH:18]=[CH:19][C:20]=2[CH3:21])=[O:10])[CH2:6][CH2:5][CH2:4][CH2:3][CH2:2]1.C(OO)(=O)C.P(Cl)(Cl)([Cl:29])=O. Product: [Cl:29][C:15]1[CH:14]=[CH:13][C:12]2[C:11]([C:9]([NH:8][CH2:7][CH:1]3[CH2:6][CH2:5][CH2:4][CH2:3][CH2:2]3)=[O:10])=[C:20]([CH3:21])[CH:19]=[CH:18][C:17]=2[N:16]=1. The catalyst class is: 15. (4) Reactant: [F:1][C:2]1[CH:7]=[CH:6][C:5]([C:8]2[N:12]([CH3:13])[N:11]=[CH:10][C:9]=2/[CH:14]=[CH:15]/[C:16]([OH:18])=[O:17])=[CH:4][CH:3]=1.O1CCCC1.[H][H]. Product: [F:1][C:2]1[CH:3]=[CH:4][C:5]([C:8]2[N:12]([CH3:13])[N:11]=[CH:10][C:9]=2[CH2:14][CH2:15][C:16]([OH:18])=[O:17])=[CH:6][CH:7]=1. The catalyst class is: 349. (5) Reactant: [Cl:1][C:2]1[CH:10]=[CH:9][C:8]2[N:7]([CH2:11][CH2:12][O:13][C:14]3[CH:19]=[CH:18][C:17]([F:20])=[CH:16][CH:15]=3)[C:6]3[CH2:21][CH2:22][N:23](C(OC(C)(C)C)=O)[CH2:24][CH2:25][C:5]=3[C:4]=2[C:3]=1[Cl:33].C(O)(C(F)(F)F)=O.[OH-].[Na+]. Product: [ClH:1].[Cl:1][C:2]1[CH:10]=[CH:9][C:8]2[N:7]([CH2:11][CH2:12][O:13][C:14]3[CH:15]=[CH:16][C:17]([F:20])=[CH:18][CH:19]=3)[C:6]3[CH2:21][CH2:22][NH:23][CH2:24][CH2:25][C:5]=3[C:4]=2[C:3]=1[Cl:33]. The catalyst class is: 2. (6) Reactant: [C:1]1([S:7]([CH2:10][C:11]([NH:13][NH2:14])=[O:12])(=[O:9])=[O:8])[CH:6]=[CH:5][CH:4]=[CH:3][CH:2]=1.[Cl-].Cl[C:17](=[N+:19]([CH3:21])[CH3:20])Cl.C(N(CC)CC)C. Product: [C:1]1([S:7]([CH2:10][C:11]2[O:12][C:17]([N:19]([CH3:21])[CH3:20])=[N:14][N:13]=2)(=[O:8])=[O:9])[CH:2]=[CH:3][CH:4]=[CH:5][CH:6]=1. The catalyst class is: 22. (7) Reactant: F[C:2]1[CH:7]=[CH:6][C:5]([NH:8][S:9]([CH2:12][CH3:13])(=[O:11])=[O:10])=[CH:4][C:3]=1[N+:14]([O-:16])=[O:15].[F:17][C:18]1([F:26])[CH2:23][CH2:22][CH:21]([CH2:24][NH2:25])[CH2:20][CH2:19]1.CS(C)=O.C(CN)O. Product: [F:17][C:18]1([F:26])[CH2:23][CH2:22][CH:21]([CH2:24][NH:25][C:2]2[CH:7]=[CH:6][C:5]([NH:8][S:9]([CH2:12][CH3:13])(=[O:11])=[O:10])=[CH:4][C:3]=2[N+:14]([O-:16])=[O:15])[CH2:20][CH2:19]1. The catalyst class is: 6. (8) Reactant: [Br:1][C:2]1[CH:3]=[C:4]([CH:7]=[CH:8][C:9]=1[CH:10]=O)[C:5]#[N:6].[C:12]([CH2:15][C:16](=[O:18])[CH3:17])(=O)[CH3:13].[F:19][C:20]([F:32])([F:31])[C:21]1[CH:22]=[C:23]([NH:27][C:28]([NH2:30])=[O:29])[CH:24]=[CH:25][CH:26]=1. Product: [C:16]([C:15]1[CH:10]([C:9]2[CH:8]=[CH:7][C:4]([C:5]#[N:6])=[CH:3][C:2]=2[Br:1])[NH:30][C:28](=[O:29])[N:27]([C:23]2[CH:24]=[CH:25][CH:26]=[C:21]([C:20]([F:31])([F:32])[F:19])[CH:22]=2)[C:12]=1[CH3:13])(=[O:18])[CH3:17]. The catalyst class is: 7.